Task: Predict the reactants needed to synthesize the given product.. Dataset: Full USPTO retrosynthesis dataset with 1.9M reactions from patents (1976-2016) (1) Given the product [F:1][C:2]([F:35])([F:34])[C:3]1[CH:4]=[C:5]([C:13]([CH3:33])([CH3:32])[C:14]([N:16]([C:18]2[CH:19]=[N:20][C:21]([N:43]3[CH2:42][CH2:41][N:40]4[S:36](=[O:46])(=[O:45])[CH2:37][CH2:38][CH:39]4[CH2:44]3)=[CH:22][C:23]=2[C:24]2[CH:29]=[CH:28][CH:27]=[CH:26][C:25]=2[CH3:30])[CH3:17])=[O:15])[CH:6]=[C:7]([C:9]([F:12])([F:11])[F:10])[CH:8]=1, predict the reactants needed to synthesize it. The reactants are: [F:1][C:2]([F:35])([F:34])[C:3]1[CH:4]=[C:5]([C:13]([CH3:33])([CH3:32])[C:14]([N:16]([C:18]2[CH:19]=[N:20][C:21](Cl)=[CH:22][C:23]=2[C:24]2[CH:29]=[CH:28][CH:27]=[CH:26][C:25]=2[CH3:30])[CH3:17])=[O:15])[CH:6]=[C:7]([C:9]([F:12])([F:11])[F:10])[CH:8]=1.[S:36]1(=[O:46])(=[O:45])[N:40]2[CH2:41][CH2:42][NH:43][CH2:44][CH:39]2[CH2:38][CH2:37]1.C(=O)([O-])[O-].[K+].[K+].[NH4+].[Cl-]. (2) Given the product [F:10][CH:9]([F:11])[C:8]1[N:7]([CH2:13][CH3:14])[C:3]([C:4](=[O:6])[CH3:5])=[CH:2][N:1]=1, predict the reactants needed to synthesize it. The reactants are: [NH2:1]/[CH:2]=[C:3](\[N:7]([CH2:13][CH3:14])[C:8](=O)[CH:9]([F:11])[F:10])/[C:4](=[O:6])[CH3:5].C(=O)([O-])[O-].[K+].[K+].